Dataset: Full USPTO retrosynthesis dataset with 1.9M reactions from patents (1976-2016). Task: Predict the reactants needed to synthesize the given product. (1) Given the product [F:23][C:20]1[CH:21]=[CH:22][C:16]2[O:15][CH2:14][CH:13]([CH2:12][N:24]3[CH2:29][CH2:28][CH2:27][CH2:26][CH2:25]3)[O:18][C:17]=2[CH:19]=1, predict the reactants needed to synthesize it. The reactants are: CC1C=CC(S(O[CH2:12][CH:13]2[O:18][C:17]3[CH:19]=[C:20]([F:23])[CH:21]=[CH:22][C:16]=3[O:15][CH2:14]2)(=O)=O)=CC=1.[NH:24]1[CH2:29][CH2:28][CH2:27][CH2:26][CH2:25]1. (2) The reactants are: [CH:1]([N:4]1[C:8]([C:9]2[N:18]=[C:17]3[N:11]([CH2:12][CH2:13][O:14][C:15]4[CH:22]=[C:21]([N:23]5[CH2:28][CH2:27][CH2:26][CH2:25][CH:24]5[C:29](O)=[O:30])[CH:20]=[CH:19][C:16]=43)[CH:10]=2)=[N:7][CH:6]=[N:5]1)([CH3:3])[CH3:2].CC[N:34]=C=NCCCN(C)C.C1C=CC2N(O)N=NC=2C=1.CCN(C(C)C)C(C)C.[Cl-].[NH4+]. Given the product [CH:1]([N:4]1[C:8]([C:9]2[N:18]=[C:17]3[C:16]4[CH:19]=[CH:20][C:21]([N:23]5[CH2:28][CH2:27][CH2:26][CH2:25][CH:24]5[C:29]([NH2:34])=[O:30])=[CH:22][C:15]=4[O:14][CH2:13][CH2:12][N:11]3[CH:10]=2)=[N:7][CH:6]=[N:5]1)([CH3:3])[CH3:2], predict the reactants needed to synthesize it. (3) The reactants are: [C:1]([C:3]1[CH:4]=[CH:5][CH:6]=[C:7]2[C:11]=1[NH:10][CH:9]=[CH:8]2)#[N:2].[H-].[Na+].[CH3:14][Si:15]([CH2:18][CH2:19][O:20][CH2:21]Cl)([CH3:17])[CH3:16]. Given the product [CH3:14][Si:15]([CH3:17])([CH3:16])[CH2:18][CH2:19][O:20][CH2:21][N:10]1[C:11]2[C:7](=[CH:6][CH:5]=[CH:4][C:3]=2[C:1]#[N:2])[CH:8]=[CH:9]1, predict the reactants needed to synthesize it.